Dataset: Full USPTO retrosynthesis dataset with 1.9M reactions from patents (1976-2016). Task: Predict the reactants needed to synthesize the given product. (1) The reactants are: Br[C:2]1[C:6]2[CH:7]=[N:8][CH:9]=[C:10]([Br:11])[C:5]=2[O:4][C:3]=1[C:12]1[O:13][CH2:14][C:15]([CH3:18])([CH3:17])[N:16]=1.[I:19][C:20]1[CH:26]=[CH:25][C:23]([NH2:24])=[C:22]([F:27])[CH:21]=1.C[Si](C)(C)[N-][Si](C)(C)C.[Li+]. Given the product [Br:11][C:10]1[C:5]2[O:4][C:3]([C:12]3[O:13][CH2:14][C:15]([CH3:18])([CH3:17])[N:16]=3)=[C:2]([NH:24][C:23]3[CH:25]=[CH:26][C:20]([I:19])=[CH:21][C:22]=3[F:27])[C:6]=2[CH:7]=[N:8][CH:9]=1, predict the reactants needed to synthesize it. (2) Given the product [CH3:1][C:2]([O:4][C@H:5]1[C:14]2[C@@:15]3([CH3:30])[C@@H:26]([CH2:27][O:28][CH3:29])[O:25][C:23](=[O:24])[C:17]4=[CH:18][O:19][C:20]([C:21](=[O:22])[C:13]=2[C@@H:8]2[CH2:9][CH2:10][C@H:11]([OH:12])[C@@:7]2([CH3:31])[CH2:6]1)=[C:16]34)=[O:3], predict the reactants needed to synthesize it. The reactants are: [CH3:1][C:2]([O:4][C@H:5]1[C:14]2[C@@:15]3([CH3:30])[C@@H:26]([CH2:27][O:28][CH3:29])[O:25][C:23](=[O:24])[C:17]4=[CH:18][O:19][C:20]([C:21](=[O:22])[C:13]=2[C@@H:8]2[CH2:9][CH2:10][C:11](=[O:12])[C@@:7]2([CH3:31])[CH2:6]1)=[C:16]34)=[O:3].B. (3) Given the product [C:32]([O:35][CH:36]([CH2:31][O:30][C:23]1[CH:22]=[CH:27][CH:26]=[CH:25][CH:24]=1)[CH2:37][O:48][C:42]1[CH:47]=[CH:46][CH:45]=[CH:44][CH:43]=1)(=[O:34])[CH3:33], predict the reactants needed to synthesize it. The reactants are: [CH3:31][O:30][C:23]1[CH:24]=[CH:25][CH:26]=[C:27](OC)[C:22]=1P([C:22]1[C:27](OC)=[CH:26][CH:25]=[CH:24][C:23]=1[O:30][CH3:31])[C:24]1[C:23]([O:30][CH3:31])=[CH:22][CH:27]=[CH:26][C:25]=1OC.[C:32]([O:35][C:36]1C=CC=C[CH:37]=1)(=[O:34])[CH3:33].[C:42]1([OH:48])[CH:47]=[CH:46][CH:45]=[CH:44][CH:43]=1.C(OC1C=CC=CC=1)C1OC1. (4) Given the product [F:34][C:2]([F:1])([F:33])[C:3]1[CH:4]=[C:5]([C@H:13]([O:15][C@H:16]2[O:24][CH2:23][C@@H:19]3[CH2:20][N:21]([C:36]4[C:37](=[O:43])[NH:38][C:39](=[O:42])[NH:40][CH:41]=4)[CH2:22][C@H:18]3[C@@H:17]2[C:25]2[CH:30]=[CH:29][C:28]([F:31])=[CH:27][C:26]=2[CH3:32])[CH3:14])[CH:6]=[C:7]([C:9]([F:12])([F:10])[F:11])[CH:8]=1, predict the reactants needed to synthesize it. The reactants are: [F:1][C:2]([F:34])([F:33])[C:3]1[CH:4]=[C:5]([C@H:13]([O:15][C@H:16]2[O:24][CH2:23][C@@H:19]3[CH2:20][NH:21][CH2:22][C@H:18]3[C@@H:17]2[C:25]2[CH:30]=[CH:29][C:28]([F:31])=[CH:27][C:26]=2[CH3:32])[CH3:14])[CH:6]=[C:7]([C:9]([F:12])([F:11])[F:10])[CH:8]=1.Br[C:36]1[C:37](=[O:43])[NH:38][C:39](=[O:42])[NH:40][CH:41]=1. (5) Given the product [OH:1][C@@H:2]1[C@@H:19]([N:20]2[CH2:21][CH2:22][N:23]([C:42]([C@@H:41]3[CH2:45][CH2:46][CH2:47][N:40]3[C:38]([C:30]3[N:29]=[CH:28][C:37]4[C:32]([CH:31]=3)=[CH:33][CH:34]=[CH:35][CH:36]=4)=[O:39])=[O:43])[CH2:24][CH2:25]2)[CH2:18][C@@:17]2([CH3:26])[C@@H:4]([CH2:5][CH2:6][C@@H:7]3[C@@H:16]2[CH2:15][CH2:14][C@@:12]2([CH3:13])[C@H:8]3[CH2:9][CH2:10][C:11]2=[O:27])[CH2:3]1, predict the reactants needed to synthesize it. The reactants are: [OH:1][C@@H:2]1[C@@H:19]([N:20]2[CH2:25][CH2:24][NH:23][CH2:22][CH2:21]2)[CH2:18][C@@:17]2([CH3:26])[CH:4]([CH2:5][CH2:6][C@@H:7]3[C@@H:16]2[CH2:15][CH2:14][C@@:12]2([CH3:13])[C@H:8]3[CH2:9][CH2:10][C:11]2=[O:27])[CH2:3]1.[CH:28]1[C:37]2[C:32](=[CH:33][CH:34]=[CH:35][CH:36]=2)[CH:31]=[C:30]([C:38]([N:40]2[CH2:47][CH2:46][CH2:45][C@H:41]2[C:42](O)=[O:43])=[O:39])[N:29]=1.C1CN([P+](ON2N=NC3C=CC=CC2=3)(N2CCCC2)N2CCCC2)CC1.F[P-](F)(F)(F)(F)F.C1C=CC2N(O)N=NC=2C=1.CCN(C(C)C)C(C)C. (6) Given the product [Si:1]([O:8][CH2:9][CH2:10][CH2:11][CH2:12][C:13]1[CH:14]=[C:15]([NH:16][C:22]([NH2:24])=[O:23])[CH:17]=[CH:18][CH:19]=1)([C:4]([CH3:7])([CH3:6])[CH3:5])([CH3:3])[CH3:2], predict the reactants needed to synthesize it. The reactants are: [Si:1]([O:8][CH2:9][CH2:10][CH2:11][CH2:12][C:13]1[CH:14]=[C:15]([CH:17]=[CH:18][CH:19]=1)[NH2:16])([C:4]([CH3:7])([CH3:6])[CH3:5])([CH3:3])[CH3:2].ClC(Cl)(Cl)[C:22]([N:24]=C=O)=[O:23].[OH-].[Na+].